Dataset: Forward reaction prediction with 1.9M reactions from USPTO patents (1976-2016). Task: Predict the product of the given reaction. (1) The product is: [CH2:1]([N:8]1[CH:12]=[C:11]([CH3:13])[C:10]([CH2:14][OH:15])=[N:9]1)[C:2]1[CH:3]=[CH:4][CH:5]=[CH:6][CH:7]=1. Given the reactants [CH2:1]([N:8]1[CH:12]=[C:11]([CH3:13])[C:10]([C:14](OCC)=[O:15])=[N:9]1)[C:2]1[CH:7]=[CH:6][CH:5]=[CH:4][CH:3]=1.[H-].[H-].[H-].[H-].[Li+].[Al+3], predict the reaction product. (2) Given the reactants [CH3:1][O:2][C:3]1[CH:21]=[CH:20][C:6]([CH2:7][O:8][C:9]2[CH:10]=[C:11]3[C:16](=[CH:17][CH:18]=2)[C:15](=[O:19])[CH2:14][CH2:13][CH2:12]3)=[CH:5][CH:4]=1.[Li+].[CH3:23]C([N-]C(C)C)C.CI, predict the reaction product. The product is: [CH3:1][O:2][C:3]1[CH:4]=[CH:5][C:6]([CH2:7][O:8][C:9]2[CH:10]=[C:11]3[C:16](=[CH:17][CH:18]=2)[C:15](=[O:19])[CH:14]([CH3:23])[CH2:13][CH2:12]3)=[CH:20][CH:21]=1. (3) Given the reactants [CH3:1][N:2]1[CH2:15][CH2:14][C:5]2[NH:6][C:7]3[CH:8]=[CH:9][C:10]([CH3:13])=[CH:11][C:12]=3[C:4]=2[CH2:3]1.[F:16][C:17]1[CH:18]=[N:19][CH:20]=[C:21]([CH:23]=[CH2:24])[CH:22]=1.[OH-].[K+], predict the reaction product. The product is: [F:16][C:17]1[CH:22]=[C:21]([CH2:23][CH2:24][N:6]2[C:7]3[CH:8]=[CH:9][C:10]([CH3:13])=[CH:11][C:12]=3[C:4]3[CH2:3][N:2]([CH3:1])[CH2:15][CH2:14][C:5]2=3)[CH:20]=[N:19][CH:18]=1. (4) Given the reactants C(C1C=CC([OH:11])=CC=1)(C)(C)C.OCCN1CCOCC1.[C:21]1([P:27]([C:34]2[CH:39]=[CH:38][CH:37]=[CH:36][CH:35]=2)[C:28]2[CH:33]=[CH:32][CH:31]=[CH:30][CH:29]=2)[CH:26]=[CH:25][CH:24]=[CH:23][CH:22]=1.CCOC(/N=N/C(OCC)=O)=O.C1(C)C=CC=CC=1, predict the reaction product. The product is: [C:34]1([P:27](=[O:11])([C:21]2[CH:22]=[CH:23][CH:24]=[CH:25][CH:26]=2)[C:28]2[CH:33]=[CH:32][CH:31]=[CH:30][CH:29]=2)[CH:35]=[CH:36][CH:37]=[CH:38][CH:39]=1.